This data is from Catalyst prediction with 721,799 reactions and 888 catalyst types from USPTO. The task is: Predict which catalyst facilitates the given reaction. Reactant: [Cl:1][C:2]1[CH:25]=[CH:24][C:5]2[NH:6][C:7]3[S:8][CH:9]=[CH:10][C:11]=3[C:12]([N:14]3[CH2:19][CH2:18][NH:17][C@@H:16]([CH2:20][CH2:21][O:22][CH3:23])[CH2:15]3)=[N:13][C:4]=2[CH:3]=1.C=O.[C:28](O[BH-](OC(=O)C)OC(=O)C)(=O)C.[Na+]. Product: [Cl:1][C:2]1[CH:25]=[CH:24][C:5]2[NH:6][C:7]3[S:8][CH:9]=[CH:10][C:11]=3[C:12]([N:14]3[CH2:19][CH2:18][N:17]([CH3:28])[C@@H:16]([CH2:20][CH2:21][O:22][CH3:23])[CH2:15]3)=[N:13][C:4]=2[CH:3]=1. The catalyst class is: 4.